This data is from Full USPTO retrosynthesis dataset with 1.9M reactions from patents (1976-2016). The task is: Predict the reactants needed to synthesize the given product. (1) Given the product [CH2:1]([C@H:8]1[CH2:12][O:11][C:10](=[O:13])[N:9]1[C:14](=[O:20])[C@@H:15]([CH2:31][OH:30])[CH2:16][CH:17]([CH3:18])[CH3:19])[C:2]1[CH:3]=[CH:4][CH:5]=[CH:6][CH:7]=1, predict the reactants needed to synthesize it. The reactants are: [CH2:1]([C@H:8]1[CH2:12][O:11][C:10](=[O:13])[N:9]1[C:14](=[O:20])[CH2:15][CH2:16][CH:17]([CH3:19])[CH3:18])[C:2]1[CH:7]=[CH:6][CH:5]=[CH:4][CH:3]=1.CCN(C(C)C)C(C)C.[O:30]1COCO[CH2:31]1. (2) Given the product [F:16][C:17]1[CH:18]=[C:19]([CH:23]=[C:24]([F:26])[CH:25]=1)[C:20]([N:11]=[C:9]1[N:8]([CH:28]([CH2:33][CH3:34])[C:29]([OH:31])=[O:30])[C:7]2[CH:12]=[CH:13][C:4]([O:3][C:2]([F:1])([F:14])[F:15])=[CH:5][C:6]=2[S:10]1)=[O:21], predict the reactants needed to synthesize it. The reactants are: [F:1][C:2]([F:15])([F:14])[O:3][C:4]1[CH:13]=[CH:12][C:7]2[N:8]=[C:9]([NH2:11])[S:10][C:6]=2[CH:5]=1.[F:16][C:17]1[CH:18]=[C:19]([CH:23]=[C:24]([F:26])[CH:25]=1)[C:20](Cl)=[O:21].Br[CH:28]([CH2:33][CH3:34])[C:29]([O:31]C)=[O:30].COC1C=CC2N=C(N)SC=2C=1.ClC1C=C(C=CC=1)C(Cl)=O.BrCC(OCC)=O.